This data is from Full USPTO retrosynthesis dataset with 1.9M reactions from patents (1976-2016). The task is: Predict the reactants needed to synthesize the given product. The reactants are: [C:1]([N:4]1[CH2:7][CH:6]([C:8]2[N:12]3[CH:13]4[CH2:23][CH:15]([C:16]5[CH:21]=[CH:20][C:19](Br)=[CH:18][C:17]=5[C:11]3=[N:10][C:9]=2[C:24]([NH2:26])=[O:25])[CH2:14]4)[CH2:5]1)(=[O:3])[CH3:2].[C:27]([C:29]1([OH:34])[CH2:33][CH2:32][CH2:31][CH2:30]1)#[CH:28]. Given the product [C:1]([N:4]1[CH2:7][CH:6]([C:8]2[N:12]3[CH:13]4[CH2:23][CH:15]([C:16]5[CH:21]=[CH:20][C:19]([C:28]#[C:27][C:29]6([OH:34])[CH2:33][CH2:32][CH2:31][CH2:30]6)=[CH:18][C:17]=5[C:11]3=[N:10][C:9]=2[C:24]([NH2:26])=[O:25])[CH2:14]4)[CH2:5]1)(=[O:3])[CH3:2], predict the reactants needed to synthesize it.